From a dataset of Peptide-MHC class I binding affinity with 185,985 pairs from IEDB/IMGT. Regression. Given a peptide amino acid sequence and an MHC pseudo amino acid sequence, predict their binding affinity value. This is MHC class I binding data. (1) The peptide sequence is AYGSRFHEW. The MHC is HLA-A03:01 with pseudo-sequence HLA-A03:01. The binding affinity (normalized) is 0.0847. (2) The peptide sequence is PSILPSLIK. The MHC is HLA-A31:01 with pseudo-sequence HLA-A31:01. The binding affinity (normalized) is 0.0281.